From a dataset of Reaction yield outcomes from USPTO patents with 853,638 reactions. Predict the reaction yield, written as a fraction of the theoretical maximum amount of product (1.0 means a 100% yield; for example, 0.34 means a 34% yield). (1) The reactants are [S:1]1[CH:5]=[CH:4][C:3]([C:6]2[CH:11]=[CH:10][C:9]([OH:12])=[CH:8][CH:7]=2)=[CH:2]1.[C:13]([O:17][C:18]([N:20]1[CH2:25][CH2:24][CH:23]([N:26]2[C:30]3=[N:31][CH:32]=[N:33][C:34](Cl)=[C:29]3[CH:28]=[N:27]2)[CH2:22][CH2:21]1)=[O:19])([CH3:16])([CH3:15])[CH3:14].C(=O)([O-])[O-].[K+].[K+].C(=O)([O-])[O-].[Na+].[Na+]. The catalyst is CN(C)C=O. The product is [C:13]([O:17][C:18]([N:20]1[CH2:21][CH2:22][CH:23]([N:26]2[C:30]3=[N:31][CH:32]=[N:33][C:34]([O:12][C:9]4[CH:10]=[CH:11][C:6]([C:3]5[CH:4]=[CH:5][S:1][CH:2]=5)=[CH:7][CH:8]=4)=[C:29]3[CH:28]=[N:27]2)[CH2:24][CH2:25]1)=[O:19])([CH3:16])([CH3:14])[CH3:15]. The yield is 0.220. (2) The reactants are [C:1](OC(C)C)(=O)[CH3:2].[Na+].[Br-].[C:10]([O-:13])([OH:12])=O.[Na+].[C:15]([O:19][C:20](=[O:38])[NH:21][C@@H:22]([CH2:36]O)[CH2:23][C:24]1[CH:29]=[CH:28][C:27]([C:30]2[CH:35]=[CH:34][CH:33]=[CH:32][CH:31]=2)=[CH:26][CH:25]=1)([CH3:18])([CH3:17])[CH3:16].[O-]Cl.[Na+].S([O-])([O-])(=O)=S.[Na+].[Na+]. The catalyst is O.CC1(C)N([O])C(C)(C)CCC1. The product is [C:27]1([C:30]2[CH:35]=[CH:34][CH:33]=[CH:32][CH:31]=2)[CH:28]=[CH:29][C:24]([CH2:23][C@@H:22]([NH:21][C:20]([O:19][C:15]([CH3:18])([CH3:17])[CH3:16])=[O:38])[CH:36]=[C:1]([CH3:2])[C:10]([OH:13])=[O:12])=[CH:25][CH:26]=1. The yield is 0.817. (3) The yield is 0.950. The reactants are [CH3:1][O:2][C:3]([CH:5]1[CH2:10][CH2:9][O:8][CH2:7][CH2:6]1)=[O:4].CN(P(N(C)C)(N(C)C)=O)C.[CH2:22](I)[CH:23]=[CH2:24]. The catalyst is C1COCC1. The product is [CH3:1][O:2][C:3]([C:5]1([CH2:24][CH:23]=[CH2:22])[CH2:10][CH2:9][O:8][CH2:7][CH2:6]1)=[O:4]. (4) The reactants are [CH2:1]1[C:10]2[C:5](=[CH:6][C:7]([N:11]3[CH2:15][C@H:14]([CH2:16][NH:17][C:18](=[O:20])[CH3:19])[O:13][C:12]3=[O:21])=[CH:8][CH:9]=2)[CH2:4][CH2:3][NH:2]1.C([O-])(O)=O.[Na+].Cl[C:28]([O:30][CH3:31])=[O:29]. The catalyst is C1COCC1.O.CCOC(C)=O. The product is [C:18]([NH:17][CH2:16][C@@H:14]1[O:13][C:12](=[O:21])[N:11]([C:7]2[CH:6]=[C:5]3[C:10](=[CH:9][CH:8]=2)[CH2:1][N:2]([C:28]([O:30][CH3:31])=[O:29])[CH2:3][CH2:4]3)[CH2:15]1)(=[O:20])[CH3:19]. The yield is 0.880. (5) The reactants are [CH3:1][C:2]1[CH:9]=[C:8]([N+:10]([O-:12])=[O:11])[CH:7]=[CH:6][C:3]=1[C:4]#[N:5].C(O[CH:18](N(C)C)[N:19]([CH3:21])[CH3:20])(C)(C)C. The catalyst is CN(C=O)C. The product is [CH3:18][N:19]([CH3:21])/[CH:20]=[CH:1]/[C:2]1[CH:9]=[C:8]([N+:10]([O-:12])=[O:11])[CH:7]=[CH:6][C:3]=1[C:4]#[N:5]. The yield is 0.970. (6) The reactants are [CH:1]1[C:6]([Cl:7])=[C:5]([S:8]([NH2:11])(=[O:10])=[O:9])[CH:4]=[C:3]2[S:12]([NH:15][CH2:16][NH:17][C:2]=12)(=[O:14])=[O:13].C(=O)([O-])[O-].[Cs+].[Cs+].Br[CH2:25][C:26](OCC)=[O:27]. The catalyst is CN(C=O)C. The product is [Cl:7][C:6]1[C:5]([S:8]([NH2:11])(=[O:9])=[O:10])=[CH:4][C:3]2[S:12](=[O:14])(=[O:13])[N:15]([CH2:25][CH2:26][OH:27])[CH2:16][NH:17][C:2]=2[CH:1]=1. The yield is 0.610. (7) The reactants are [CH3:1][O:2][C:3]1[CH:4]=[C:5]([CH:8]=[CH:9][CH:10]=1)[CH:6]=[O:7].C(O[CH2:15][CH:16]=[CH2:17])(=O)C.O.CCN(CC)CC.CC1C(C)=C(C)C(C)=C(C)C=1C. The catalyst is O1CCOCC1. The product is [CH3:1][O:2][C:3]1[CH:4]=[C:5]([CH:6]([OH:7])[CH2:17][CH:16]=[CH2:15])[CH:8]=[CH:9][CH:10]=1. The yield is 0.830. (8) The reactants are Cl[C:2]1[N:7]=[CH:6][C:5]([B:8]([OH:10])[OH:9])=[CH:4][N:3]=1.[NH:11]1[CH2:16][CH2:15][CH:14]([C:17]([O:19][CH2:20][CH3:21])=[O:18])[CH2:13][CH2:12]1. The catalyst is O1CCOCC1. The product is [CH2:20]([O:19][C:17]([CH:14]1[CH2:15][CH2:16][N:11]([C:2]2[N:7]=[CH:6][C:5]([B:8]([OH:10])[OH:9])=[CH:4][N:3]=2)[CH2:12][CH2:13]1)=[O:18])[CH3:21]. The yield is 0.510. (9) The yield is 0.930. The product is [F:1][C:2]1[C:3]([CH2:4][NH:13][CH2:14][CH2:15][C:16]2[CH:21]=[CH:20][C:19]([OH:22])=[CH:18][CH:17]=2)=[CH:6][C:7]([OH:12])=[C:8]([O:10][CH3:11])[CH:9]=1. The catalyst is C1(C)C=CC=CC=1.C(O)CCC.CO. The reactants are [F:1][C:2]1[CH:9]=[C:8]([O:10][CH3:11])[C:7]([OH:12])=[CH:6][C:3]=1[CH:4]=O.[NH2:13][CH2:14][CH2:15][C:16]1[CH:21]=[CH:20][C:19]([OH:22])=[CH:18][CH:17]=1.CO.C(Cl)Cl.[BH4-].[Na+]. (10) The reactants are [CH2:1](O)[CH2:2][CH2:3][CH2:4][CH2:5][CH2:6][CH:7]=[CH:8][CH:9]=[CH:10][CH2:11][CH3:12].N1C=CC=CC=1.CN(C)C=O.C1(S([Cl:34])(=O)=O)C=CC=CC=1. The catalyst is CCCCCC.O. The product is [Cl:34][CH2:1][CH2:2][CH2:3][CH2:4][CH2:5][CH2:6][CH:7]=[CH:8][CH:9]=[CH:10][CH2:11][CH3:12]. The yield is 0.779.